This data is from Reaction yield outcomes from USPTO patents with 853,638 reactions. The task is: Predict the reaction yield, written as a fraction of the theoretical maximum amount of product (1.0 means a 100% yield; for example, 0.34 means a 34% yield). (1) The reactants are ClCCl.C([O-])([O-])=O.[Cs+].[Cs+].[F:10][C:11]1[CH:12]=[C:13](B(O)O)[CH:14]=[CH:15][C:16]=1[O:17][CH3:18].Cl[C:23]1[N:24]=[C:25]([CH3:44])[C:26]2[CH2:31][CH2:30][N:29]([C:32]3[CH:37]=[CH:36][C:35]([CH2:38][C:39]([O:41][CH2:42][CH3:43])=[O:40])=[CH:34][CH:33]=3)[C:27]=2[N:28]=1. The catalyst is O1CCOCC1. The product is [F:10][C:11]1[CH:12]=[C:13]([C:23]2[N:24]=[C:25]([CH3:44])[C:26]3[CH2:31][CH2:30][N:29]([C:32]4[CH:33]=[CH:34][C:35]([CH2:38][C:39]([O:41][CH2:42][CH3:43])=[O:40])=[CH:36][CH:37]=4)[C:27]=3[N:28]=2)[CH:14]=[CH:15][C:16]=1[O:17][CH3:18]. The yield is 0.660. (2) The reactants are C(=O)([O-])[O-].[K+].[K+].[NH:7]1[CH:11]=[C:10]([C:12]([O:14][CH2:15][CH3:16])=[O:13])[CH:9]=[N:8]1.Cl[CH:18]([F:20])[F:19].O. The catalyst is CN(C)C=O. The product is [F:19][CH:18]([F:20])[N:7]1[CH:11]=[C:10]([C:12]([O:14][CH2:15][CH3:16])=[O:13])[CH:9]=[N:8]1. The yield is 0.410. (3) The reactants are Cl[C:2]1[N:7]=[CH:6][N:5]=[C:4]2[N:8]([CH2:11][CH2:12][N:13]3[CH2:18][CH2:17][CH2:16][CH2:15][CH2:14]3)[N:9]=[CH:10][C:3]=12.[NH:19]1[CH2:23][CH2:22][CH2:21][C:20]1=[O:24].CC1(C)C2C(=C(P(C3C=CC=CC=3)C3C=CC=CC=3)C=CC=2)OC2C(P(C3C=CC=CC=3)C3C=CC=CC=3)=CC=CC1=2.C(=O)([O-])[O-].[Cs+].[Cs+]. The catalyst is C1(C)C=CC=CC=1.C([O-])(=O)C.C([O-])(=O)C.[Pd+2]. The product is [N:13]1([CH2:12][CH2:11][N:8]2[C:4]3=[N:5][CH:6]=[N:7][C:2]([N:19]4[CH2:23][CH2:22][CH2:21][C:20]4=[O:24])=[C:3]3[CH:10]=[N:9]2)[CH2:18][CH2:17][CH2:16][CH2:15][CH2:14]1. The yield is 0.200. (4) The reactants are [Cl:1][C:2]1[CH:37]=[CH:36][C:5]([CH2:6][N:7]2[C:15]3[C:14](=[O:16])[N:13]([CH2:17][CH2:18][CH2:19][OH:20])[C:12](=[O:21])[N:11]([CH3:22])[C:10]=3[N:9]=[C:8]2[C:23](=[O:35])[C:24]2[CH:29]=[CH:28][CH:27]=[C:26]([O:30][C:31]([F:34])([F:33])[F:32])[CH:25]=2)=[CH:4][CH:3]=1.[BH4-].[Na+]. The catalyst is CO. The product is [Cl:1][C:2]1[CH:37]=[CH:36][C:5]([CH2:6][N:7]2[C:15]3[C:14](=[O:16])[N:13]([CH2:17][CH2:18][CH2:19][OH:20])[C:12](=[O:21])[N:11]([CH3:22])[C:10]=3[N:9]=[C:8]2[CH:23]([OH:35])[C:24]2[CH:29]=[CH:28][CH:27]=[C:26]([O:30][C:31]([F:32])([F:33])[F:34])[CH:25]=2)=[CH:4][CH:3]=1. The yield is 0.229. (5) The reactants are [C:1]([O:4][CH:5]1[CH2:10][CH2:9][N:8]([C:11]2[CH:16]=[CH:15][C:14](Br)=[CH:13]N=2)[CH2:7][CH2:6]1)(=[O:3])[CH3:2].[B:18]1([B:18]2[O:22][C:21]([CH3:24])([CH3:23])[C:20]([CH3:26])([CH3:25])[O:19]2)[O:22][C:21]([CH3:24])([CH3:23])[C:20]([CH3:26])([CH3:25])[O:19]1.[CH3:36]C([O-])=O.[K+]. The catalyst is CN(C=O)C. The product is [C:1]([O:4][CH:5]1[CH2:10][CH2:9][N:8]([C:11]2[CH:36]=[CH:13][C:14]([B:18]3[O:22][C:21]([CH3:24])([CH3:23])[C:20]([CH3:26])([CH3:25])[O:19]3)=[CH:15][CH:16]=2)[CH2:7][CH2:6]1)(=[O:3])[CH3:2]. The yield is 0.540. (6) The reactants are [H-].[H-].[H-].[H-].[Li+].[Al+3].[CH2:7]([O:13][C:14]([O:25][CH2:26][CH2:27][CH2:28][CH2:29][CH2:30][CH3:31])([CH3:24])[C:15](OCCCCCC)=[O:16])[CH2:8][CH2:9][CH2:10][CH2:11][CH3:12]. The catalyst is CCOCC. The product is [CH2:26]([O:25][C:14]([O:13][CH2:7][CH2:8][CH2:9][CH2:10][CH2:11][CH3:12])([CH3:24])[CH2:15][OH:16])[CH2:27][CH2:28][CH2:29][CH2:30][CH3:31]. The yield is 0.940. (7) The reactants are [N+:1]([C:4]1[CH:9]=[CH:8][C:7](/[CH:10]=[CH:11]/[CH2:12][CH2:13][CH2:14][CH2:15][CH2:16][CH3:17])=[CH:6][CH:5]=1)([O-])=O. The catalyst is [Pd].CO. The product is [CH2:10]([C:7]1[CH:6]=[CH:5][C:4]([NH2:1])=[CH:9][CH:8]=1)[CH2:11][CH2:12][CH2:13][CH2:14][CH2:15][CH2:16][CH3:17]. The yield is 0.850. (8) The reactants are B(F)(F)F.[CH3:5][CH2:6][O:7]CC.C([O:13][C:14]1[CH:19]=[C:18]([O:20][CH3:21])[C:17]([O:22][CH3:23])=[C:16]([O:24][CH3:25])[CH:15]=1)(=O)C. The catalyst is C(O)(=O)C. The product is [OH:13][C:14]1[C:15]([C:6](=[O:7])[CH3:5])=[C:16]([O:24][CH3:25])[C:17]([O:22][CH3:23])=[C:18]([O:20][CH3:21])[CH:19]=1. The yield is 0.820. (9) The reactants are C[O:2][C:3]([C:5]1[CH:10]=[CH:9][CH:8]=[C:7]([N+:11]([O-])=O)[C:6]=1[CH:14](C(OC)=O)[C:15]([O:17]C)=O)=[O:4]. The catalyst is Cl. The product is [C:3]([C:5]1[CH:10]=[CH:9][CH:8]=[C:7]2[C:6]=1[CH2:14][C:15](=[O:17])[NH:11]2)([OH:2])=[O:4]. The yield is 0.370.